From a dataset of Full USPTO retrosynthesis dataset with 1.9M reactions from patents (1976-2016). Predict the reactants needed to synthesize the given product. (1) Given the product [Br:14][C:9]1[CH:10]=[CH:11][C:12]([N:26]2[C:27]3[CH:15]=[CH:16][CH:17]=[CH:18][C:19]=3[C:20]3[C:25]2=[CH:24][CH:23]=[CH:22][CH:21]=3)=[CH:13][CH:8]=1, predict the reactants needed to synthesize it. The reactants are: C(=O)([O-])[O-].[K+].[K+].Br[C:8]1[CH:13]=[CH:12][CH:11]=[CH:10][C:9]=1[Br:14].[CH:15]1[C:27]2[NH:26][C:25]3[C:20](=[CH:21][CH:22]=[CH:23][CH:24]=3)[C:19]=2[CH:18]=[CH:17][CH:16]=1. (2) Given the product [F:14][C:2]([F:1])([F:15])[C:3]([OH:13])([C:7]1[CH:12]=[CH:11][CH:10]=[CH:9][CH:8]=1)[C:4]([NH:25][CH2:24][C:20]1[CH:21]=[N:22][CH:23]=[C:18]([C:17]([F:27])([F:16])[F:26])[CH:19]=1)=[O:6], predict the reactants needed to synthesize it. The reactants are: [F:1][C:2]([F:15])([F:14])[C@@:3]([OH:13])([C:7]1[CH:12]=[CH:11][CH:10]=[CH:9][CH:8]=1)[C:4]([OH:6])=O.[F:16][C:17]([F:27])([F:26])[C:18]1[CH:19]=[C:20]([CH2:24][NH2:25])[CH:21]=[N:22][CH:23]=1.C(N(C(C)C)CC)(C)C.C1C=NC2N(O)N=NC=2C=1.Cl.CNCCCN=C=NCC.